Dataset: Peptide-MHC class II binding affinity with 134,281 pairs from IEDB. Task: Regression. Given a peptide amino acid sequence and an MHC pseudo amino acid sequence, predict their binding affinity value. This is MHC class II binding data. (1) The peptide sequence is PGQQRSIQDNQVAYL. The MHC is HLA-DQA10501-DQB10302 with pseudo-sequence HLA-DQA10501-DQB10302. The binding affinity (normalized) is 0.274. (2) The peptide sequence is EKKYFAATQFEPLAF. The MHC is HLA-DQA10301-DQB10302 with pseudo-sequence HLA-DQA10301-DQB10302. The binding affinity (normalized) is 0.396. (3) The binding affinity (normalized) is 0.426. The MHC is DRB1_0404 with pseudo-sequence DRB1_0404. The peptide sequence is EVFCQTIKLDSEEYH. (4) The peptide sequence is TLVSAVAANELGMLED. The MHC is DRB1_0701 with pseudo-sequence DRB1_0701. The binding affinity (normalized) is 0.787. (5) The peptide sequence is TMLLGMLMICSAA. The binding affinity (normalized) is 0.267. The MHC is DRB1_1501 with pseudo-sequence DRB1_1501. (6) The peptide sequence is VSSKRNLADAVSKAP. The MHC is DRB4_0101 with pseudo-sequence DRB4_0103. The binding affinity (normalized) is 0.119. (7) The peptide sequence is KYTATISGLKPGVDY. The MHC is HLA-DPA10201-DPB10501 with pseudo-sequence HLA-DPA10201-DPB10501. The binding affinity (normalized) is 0.190.